This data is from Catalyst prediction with 721,799 reactions and 888 catalyst types from USPTO. The task is: Predict which catalyst facilitates the given reaction. (1) Reactant: [Cl:1][C:2]1[CH:7]=[CH:6][C:5]([CH:8]([C:16]2[CH:21]=[CH:20][C:19]([Cl:22])=[CH:18][CH:17]=2)[S:9]([CH2:12][C:13](=[O:15])[CH3:14])(=[O:11])=[O:10])=[CH:4][CH:3]=1.[Li+].C[Si]([N-][Si](C)(C)C)(C)C.[F:33]NS(C1C=CC=CC=1)(=O)=O. Product: [Cl:22][C:19]1[CH:18]=[CH:17][C:16]([CH:8]([C:5]2[CH:6]=[CH:7][C:2]([Cl:1])=[CH:3][CH:4]=2)[S:9]([CH:12]([F:33])[C:13](=[O:15])[CH3:14])(=[O:10])=[O:11])=[CH:21][CH:20]=1. The catalyst class is: 20. (2) Reactant: [CH:1]([C:4]1[C:12]2[C:11]3[CH:13]=[CH:14][CH:15]=[CH:16][C:10]=3[O:9][C:8]=2[C:7]([NH:17]C(=O)C)=[C:6]([CH:21]([CH3:23])[CH3:22])[CH:5]=1)([CH3:3])[CH3:2].Cl.C(=O)([O-])[O-].[Na+].[Na+]. Product: [CH:1]([C:4]1[C:12]2[C:11]3[CH:13]=[CH:14][CH:15]=[CH:16][C:10]=3[O:9][C:8]=2[C:7]([NH2:17])=[C:6]([CH:21]([CH3:23])[CH3:22])[CH:5]=1)([CH3:3])[CH3:2]. The catalyst class is: 5. (3) Reactant: FC(F)(F)C([O-])=O.[C:8]([C:11]1[C:12]([NH:25][C:26]2[CH:31]=[CH:30][C:29]([S:32]([C:35]([F:38])([F:37])[F:36])(=[O:34])=[O:33])=[CH:28][CH:27]=2)=[N:13][N:14]([C:16]2([CH2:22][C:23]#[N:24])[CH2:21][CH2:20][NH2+:19][CH2:18][CH2:17]2)[CH:15]=1)(=[O:10])[NH2:9].CCN(C(C)C)C(C)C.Cl[C:49]([O:51][CH3:52])=[O:50]. Product: [C:8]([C:11]1[C:12]([NH:25][C:26]2[CH:31]=[CH:30][C:29]([S:32]([C:35]([F:38])([F:36])[F:37])(=[O:33])=[O:34])=[CH:28][CH:27]=2)=[N:13][N:14]([C:16]2([CH2:22][C:23]#[N:24])[CH2:21][CH2:20][N:19]([C:49]([O:51][CH3:52])=[O:50])[CH2:18][CH2:17]2)[CH:15]=1)(=[O:10])[NH2:9]. The catalyst class is: 2. (4) Reactant: O.[C:2]1(C)[CH:7]=CC(S(O)(=O)=O)=C[CH:3]=1.[Cl:13][C:14]1[N:22]=[CH:21][N:20]=[C:19]2[C:15]=1[N:16]=[CH:17][N:18]2[C@H:23]1[C@H:27]([OH:28])[C@H:26]([OH:29])[C@@H:25]([CH2:30][OH:31])[O:24]1.C([O-])(O)=O.[Na+]. Product: [Cl:13][C:14]1[N:22]=[CH:21][N:20]=[C:19]2[C:15]=1[N:16]=[CH:17][N:18]2[C@H:23]1[C@@H:27]2[O:28][C:2]([CH3:7])([CH3:3])[O:29][C@@H:26]2[C@@H:25]([CH2:30][OH:31])[O:24]1. The catalyst class is: 21. (5) Reactant: [N:1]1([S:7]([CH2:10][C@H:11]([NH:15][C@@H:16]([C:21]2[CH:26]=[CH:25][C:24]([F:27])=[CH:23][CH:22]=2)[C:17]([F:20])([F:19])[F:18])[C:12]([OH:14])=O)(=[O:9])=[O:8])[CH2:6][CH2:5][O:4][CH2:3][CH2:2]1.Cl.[NH2:29][C:30]1([C:33]#[N:34])[CH2:32][CH2:31]1.CN(C(ON1N=NC2C=CC=NC1=2)=[N+](C)C)C.F[P-](F)(F)(F)(F)F.CCN(C(C)C)C(C)C. Product: [C:33]([C:30]1([NH:29][C:12](=[O:14])[C@@H:11]([NH:15][C@@H:16]([C:21]2[CH:22]=[CH:23][C:24]([F:27])=[CH:25][CH:26]=2)[C:17]([F:18])([F:20])[F:19])[CH2:10][S:7]([N:1]2[CH2:2][CH2:3][O:4][CH2:5][CH2:6]2)(=[O:9])=[O:8])[CH2:32][CH2:31]1)#[N:34]. The catalyst class is: 31. (6) Reactant: [F:1][C:2]1[C:11]2[C:6](=[CH:7][CH:8]=[CH:9][CH:10]=2)[C:5]([O:12][S:13]([C:16]([F:19])([F:18])[F:17])(=[O:15])=[O:14])=[C:4]([CH:20]([OH:26])[C:21]([O:23][CH2:24][CH3:25])=[O:22])[C:3]=1[CH3:27].CC(OI1(OC(C)=O)(OC(C)=O)OC(=O)C2C=CC=CC1=2)=O.[O-]S([O-])(=S)=O.[Na+].[Na+]. Product: [F:1][C:2]1[C:11]2[C:6](=[CH:7][CH:8]=[CH:9][CH:10]=2)[C:5]([O:12][S:13]([C:16]([F:19])([F:17])[F:18])(=[O:14])=[O:15])=[C:4]([C:20](=[O:26])[C:21]([O:23][CH2:24][CH3:25])=[O:22])[C:3]=1[CH3:27]. The catalyst class is: 34.